Predict the reactants needed to synthesize the given product. From a dataset of Full USPTO retrosynthesis dataset with 1.9M reactions from patents (1976-2016). Given the product [CH2:20]([O:15][C:3]([CH3:14])([C:2]([F:16])([F:17])[F:1])[C:4]([O:6][CH2:7][C:8]1[CH:9]=[CH:10][CH:11]=[CH:12][CH:13]=1)=[O:5])[C:21]1[CH:26]=[CH:25][CH:24]=[CH:23][CH:22]=1, predict the reactants needed to synthesize it. The reactants are: [F:1][C:2]([F:17])([F:16])[C:3]([OH:15])([CH3:14])[C:4]([O:6][CH2:7][C:8]1[CH:13]=[CH:12][CH:11]=[CH:10][CH:9]=1)=[O:5].[H-].[Na+].[CH2:20](Br)[C:21]1[CH:26]=[CH:25][CH:24]=[CH:23][CH:22]=1.